This data is from Full USPTO retrosynthesis dataset with 1.9M reactions from patents (1976-2016). The task is: Predict the reactants needed to synthesize the given product. (1) Given the product [CH3:8][C:9]1[CH:14]=[CH:13][N:12]=[C:11]([C:15]2[N:26]([C:28]3[CH:33]=[N:32][C:31]([O:34][CH3:35])=[CH:30][CH:29]=3)[N:27]=[C:17]([C:18]([O:20][CH2:21][CH3:22])=[O:19])[CH:16]=2)[CH:10]=1, predict the reactants needed to synthesize it. The reactants are: C(N(CC)CC)C.[CH3:8][C:9]1[CH:14]=[CH:13][N:12]=[C:11]([C:15](=O)[CH2:16][C:17](=O)[C:18]([O:20][CH2:21][CH3:22])=[O:19])[CH:10]=1.Cl.[NH:26]([C:28]1[CH:29]=[CH:30][C:31]([O:34][CH3:35])=[N:32][CH:33]=1)[NH2:27].O. (2) Given the product [C:33]([OH:38])(=[O:37])[C:34]([OH:36])=[O:35].[CH3:32][C:30]1[N:31]=[C:27]([CH:25]2[CH2:26][CH2:20][N:4]([CH2:5][CH2:6][C:7]3[CH:12]=[CH:11][CH:10]=[CH:9][C:8]=3[N:13]3[CH2:18][CH2:17][CH2:16][CH2:15][C:14]3=[O:19])[CH2:3]2)[S:28][CH:29]=1, predict the reactants needed to synthesize it. The reactants are: CO[CH2:3][N:4]([CH2:20][Si](C)(C)C)[CH2:5][CH2:6][C:7]1[CH:12]=[CH:11][CH:10]=[CH:9][C:8]=1[N:13]1[CH2:18][CH2:17][CH2:16][CH2:15][C:14]1=[O:19].[CH:25]([C:27]1[S:28][CH:29]=[C:30]([CH3:32])[N:31]=1)=[CH2:26].[C:33]([OH:38])(=[O:37])[C:34]([OH:36])=[O:35]. (3) Given the product [Cl:14][C:15]1[CH:16]=[CH:17][C:18]([C@@:21]2([F:25])[CH2:23][C@H:22]2[NH:24][C:5](=[O:6])[C:4]2[CH:8]=[CH:9][CH:10]=[CH:11][C:3]=2[C:2]([F:13])([F:12])[F:1])=[CH:19][CH:20]=1, predict the reactants needed to synthesize it. The reactants are: [F:1][C:2]([F:13])([F:12])[C:3]1[CH:11]=[CH:10][CH:9]=[CH:8][C:4]=1[C:5](Cl)=[O:6].[Cl:14][C:15]1[CH:20]=[CH:19][C:18]([C:21]2([F:25])[CH2:23][CH:22]2[NH2:24])=[CH:17][CH:16]=1.C(N(CC)CC)C.